Dataset: Reaction yield outcomes from USPTO patents with 853,638 reactions. Task: Predict the reaction yield, written as a fraction of the theoretical maximum amount of product (1.0 means a 100% yield; for example, 0.34 means a 34% yield). (1) The reactants are Cl[C:2]1[C:7]2=[CH:8][N:9]([C:11]3[C:16]([F:17])=[CH:15][CH:14]=[CH:13][C:12]=3[Cl:18])[N:10]=[C:6]2[CH:5]=[CH:4][N:3]=1.[CH:19]1([C:22]([NH2:24])=[O:23])[CH2:21][CH2:20]1.CC1(C)C2C(=C(P(C3C=CC=CC=3)C3C=CC=CC=3)C=CC=2)OC2C(P(C3C=CC=CC=3)C3C=CC=CC=3)=CC=CC1=2.C(=O)([O-])[O-].[Cs+].[Cs+]. The catalyst is O1CCOCC1.C1C=CC(/C=C/C(/C=C/C2C=CC=CC=2)=O)=CC=1.C1C=CC(/C=C/C(/C=C/C2C=CC=CC=2)=O)=CC=1.C1C=CC(/C=C/C(/C=C/C2C=CC=CC=2)=O)=CC=1.[Pd].[Pd]. The product is [Cl:18][C:12]1[CH:13]=[CH:14][CH:15]=[C:16]([F:17])[C:11]=1[N:9]1[CH:8]=[C:7]2[C:2]([NH:24][C:22]([CH:19]3[CH2:21][CH2:20]3)=[O:23])=[N:3][CH:4]=[CH:5][C:6]2=[N:10]1. The yield is 0.430. (2) The reactants are [CH2:1]([N:8]1[C:13](=[O:14])[CH2:12][NH:11][C:10]2[N:15]=[CH:16][C:17](I)=[CH:18][C:9]1=2)[C:2]1[CH:7]=[CH:6][CH:5]=[CH:4][CH:3]=1.[C:20]([C:23]1[CH:28]=[CH:27][C:26](B(O)O)=[CH:25][CH:24]=1)(=[O:22])[NH2:21]. No catalyst specified. The product is [CH2:1]([N:8]1[C:13](=[O:14])[CH2:12][NH:11][C:10]2[N:15]=[CH:16][C:17]([C:26]3[CH:27]=[CH:28][C:23]([C:20]([NH2:21])=[O:22])=[CH:24][CH:25]=3)=[CH:18][C:9]1=2)[C:2]1[CH:7]=[CH:6][CH:5]=[CH:4][CH:3]=1. The yield is 0.240. (3) The reactants are C[O:2][C:3]1[CH:8]=[CH:7][N:6]=[CH:5][C:4]=1[Si:9]([CH:16]([CH3:18])[CH3:17])([CH:13]([CH3:15])[CH3:14])[CH:10]([CH3:12])[CH3:11].Cl[C:20]([O:22][CH:23]1[CH2:28][CH:27]([CH3:29])[CH2:26][CH2:25][CH:24]1[C:30]([CH3:38])([C:32]1[CH:37]=[CH:36][CH:35]=[CH:34][CH:33]=1)[CH3:31])=[O:21].[F:39][C:40]1[CH:45]=[CH:44][C:43]([Mg]Br)=[CH:42][CH:41]=1.C1COCC1.Cl. The catalyst is C1(C)C=CC=CC=1. The product is [CH3:29][CH:27]1[CH2:28][CH:23]([O:22][C:20]([N:6]2[CH:5]=[C:4]([Si:9]([CH:16]([CH3:17])[CH3:18])([CH:13]([CH3:14])[CH3:15])[CH:10]([CH3:11])[CH3:12])[C:3](=[O:2])[CH2:8][CH:7]2[C:43]2[CH:44]=[CH:45][C:40]([F:39])=[CH:41][CH:42]=2)=[O:21])[CH:24]([C:30]([CH3:38])([C:32]2[CH:37]=[CH:36][CH:35]=[CH:34][CH:33]=2)[CH3:31])[CH2:25][CH2:26]1. The yield is 0.480. (4) The reactants are Br[C:2]1[CH:7]=[CH:6][C:5]([C:8]2[N:9]([CH2:14][C@@H:15]3[CH2:19][CH2:18][N:17]([C:20]([CH:22]4[CH2:24][CH2:23]4)=[O:21])[CH2:16]3)[C:10](=[O:13])[NH:11][N:12]=2)=[CH:4][CH:3]=1.CC1(C)C(C)(C)OB([C:33]2[CH:41]=[C:40]3[C:36]([CH:37]=[N:38][N:39]3C(OC(C)(C)C)=O)=[CH:35][CH:34]=2)O1.[O-]P([O-])([O-])=O.[K+].[K+].[K+]. The catalyst is CCO.C1C=CC([P]([Pd]([P](C2C=CC=CC=2)(C2C=CC=CC=2)C2C=CC=CC=2)([P](C2C=CC=CC=2)(C2C=CC=CC=2)C2C=CC=CC=2)[P](C2C=CC=CC=2)(C2C=CC=CC=2)C2C=CC=CC=2)(C2C=CC=CC=2)C2C=CC=CC=2)=CC=1. The product is [CH:22]1([C:20]([N:17]2[CH2:18][CH2:19][C@@H:15]([CH2:14][N:9]3[C:8]([C:5]4[CH:6]=[CH:7][C:2]([C:33]5[CH:41]=[C:40]6[C:36]([CH:37]=[N:38][NH:39]6)=[CH:35][CH:34]=5)=[CH:3][CH:4]=4)=[N:12][NH:11][C:10]3=[O:13])[CH2:16]2)=[O:21])[CH2:24][CH2:23]1. The yield is 0.304.